Task: Predict the reactants needed to synthesize the given product.. Dataset: Full USPTO retrosynthesis dataset with 1.9M reactions from patents (1976-2016) (1) Given the product [C:12]1([N:9]2[C:5]3=[N:6][CH:7]=[N:8][C:3]([NH:1][N:2]=[CH:18][C:19]4[CH:24]=[CH:23][N:22]=[CH:21][CH:20]=4)=[C:4]3[CH:11]=[N:10]2)[CH:17]=[CH:16][CH:15]=[CH:14][CH:13]=1, predict the reactants needed to synthesize it. The reactants are: [NH:1]([C:3]1[N:8]=[CH:7][N:6]=[C:5]2[N:9]([C:12]3[CH:17]=[CH:16][CH:15]=[CH:14][CH:13]=3)[N:10]=[CH:11][C:4]=12)[NH2:2].[CH:18](=O)[C:19]1[CH:24]=[CH:23][N:22]=[CH:21][CH:20]=1. (2) Given the product [NH:47]1[CH:51]=[CH:50][CH:49]=[C:48]1[C:8]([N:5]1[CH2:4][CH2:3][CH:2]([O:1][C:16]2[CH:23]=[CH:22][C:21]([C:24]3[N:29]=[C:28]([NH:30][C:31]4[CH:36]=[CH:35][C:34]([N:37]5[CH2:42][CH2:41][N:40]([CH:43]6[CH2:46][O:45][CH2:44]6)[CH2:39][CH2:38]5)=[CH:33][CH:32]=4)[N:27]=[CH:26][N:25]=3)=[CH:20][C:17]=2[C:18]#[N:19])[CH2:7][CH2:6]1)=[O:10], predict the reactants needed to synthesize it. The reactants are: [OH:1][CH:2]1[CH2:7][CH2:6][N:5]([C:8]([O:10]C(C)(C)C)=O)[CH2:4][CH2:3]1.F[C:16]1[CH:23]=[CH:22][C:21]([C:24]2[N:29]=[C:28]([NH:30][C:31]3[CH:36]=[CH:35][C:34]([N:37]4[CH2:42][CH2:41][N:40]([CH:43]5[CH2:46][O:45][CH2:44]5)[CH2:39][CH2:38]4)=[CH:33][CH:32]=3)[N:27]=[CH:26][N:25]=2)=[CH:20][C:17]=1[C:18]#[N:19].[NH:47]1[CH:51]=[CH:50][CH:49]=[C:48]1C(O)=O.